This data is from Reaction yield outcomes from USPTO patents with 853,638 reactions. The task is: Predict the reaction yield, written as a fraction of the theoretical maximum amount of product (1.0 means a 100% yield; for example, 0.34 means a 34% yield). (1) The reactants are S(O)(O)(=O)=O.[CH3:6][S:7][C:8](=[NH:10])[NH2:9].C(=O)([O-])[O-].[Na+].[Na+].[C:17](OCC)(=[O:22])[CH2:18][C:19]([CH3:21])=O. The catalyst is O. The product is [CH3:21][C:19]1[N:9]=[C:8]([S:7][CH3:6])[NH:10][C:17](=[O:22])[CH:18]=1. The yield is 0.950. (2) The reactants are [CH3:1][O:2][C:3]([CH2:5][O:6][C:7](=[O:19])[CH2:8][O:9][C:10]1[CH:15]=[CH:14][C:13]([N+:16]([O-])=O)=[CH:12][CH:11]=1)=[O:4]. The catalyst is CN(C)C=O.[Pd]. The product is [CH3:1][O:2][C:3]([CH2:5][O:6][C:7](=[O:19])[CH2:8][O:9][C:10]1[CH:11]=[CH:12][C:13]([NH2:16])=[CH:14][CH:15]=1)=[O:4]. The yield is 0.730. (3) The reactants are [C:1]([N:4]1[C:13]2[C:8](=[CH:9][C:10](Br)=[C:11]([N+:14]([O-:16])=[O:15])[CH:12]=2)[N:7]([C:18]([O:20][CH:21]([CH3:23])[CH3:22])=[O:19])[CH2:6][C@@H:5]1[CH3:24])(=[O:3])[CH3:2].CC1(C)C(C)(C)OB([C:33]2[CH:38]=[CH:37][C:36]([S:39]([CH3:42])(=[O:41])=[O:40])=[CH:35][CH:34]=2)O1.C(=O)([O-])[O-].[Cs+].[Cs+].CC(C1C=C(C(C)C)C(C2C=CC=CC=2P(C2CCCCC2)C2CCCCC2)=C(C(C)C)C=1)C. The catalyst is O1CCOCC1.O.C1C=CC(/C=C/C(/C=C/C2C=CC=CC=2)=O)=CC=1.C1C=CC(/C=C/C(/C=C/C2C=CC=CC=2)=O)=CC=1.C1C=CC(/C=C/C(/C=C/C2C=CC=CC=2)=O)=CC=1.[Pd].[Pd]. The product is [C:1]([N:4]1[C:13]2[C:8](=[CH:9][C:10]([C:33]3[CH:38]=[CH:37][C:36]([S:39]([CH3:42])(=[O:41])=[O:40])=[CH:35][CH:34]=3)=[C:11]([N+:14]([O-:16])=[O:15])[CH:12]=2)[N:7]([C:18]([O:20][CH:21]([CH3:23])[CH3:22])=[O:19])[CH2:6][C@@H:5]1[CH3:24])(=[O:3])[CH3:2]. The yield is 0.830. (4) The reactants are [N:1]1[CH:6]=[CH:5][CH:4]=[C:3]([O:7][CH:8]2[CH2:12][CH2:11][N:10](C(OC(C)(C)C)=O)[CH2:9]2)[CH:2]=1.[ClH:20]. The catalyst is ClCCl.O1CCOCC1. The product is [ClH:20].[NH:10]1[CH2:11][CH2:12][CH:8]([O:7][C:3]2[CH:2]=[N:1][CH:6]=[CH:5][CH:4]=2)[CH2:9]1. The yield is 0.580. (5) The reactants are [NH2:1][C:2]1[CH:3]=[N:4][CH:5]=[CH:6][C:7]=1[NH:8][C@@H:9]1[CH2:14][CH2:13][C@H:12]([C:15]([O:17][CH3:18])=[O:16])[CH2:11][CH2:10]1.[C:19]([N:27]=[C:28]=S)(=[O:26])[C:20]1[CH:25]=[CH:24][CH:23]=[CH:22][CH:21]=1. The catalyst is C(#N)C. The product is [C:19](/[N:27]=[C:28]1/[N:8]([C@@H:9]2[CH2:10][CH2:11][C@H:12]([C:15]([O:17][CH3:18])=[O:16])[CH2:13][CH2:14]2)[C:7]2[CH:6]=[CH:5][N:4]=[CH:3][C:2]=2[NH:1]/1)(=[O:26])[C:20]1[CH:25]=[CH:24][CH:23]=[CH:22][CH:21]=1. The yield is 0.170.